From a dataset of Full USPTO retrosynthesis dataset with 1.9M reactions from patents (1976-2016). Predict the reactants needed to synthesize the given product. (1) Given the product [CH2:17]([N:19]([CH2:23][CH3:24])[C:20]([O:1][C:2]1[CH:7]=[CH:6][CH:5]=[C:4]([O:8][CH3:9])[C:3]=1[CH3:10])=[O:21])[CH3:18], predict the reactants needed to synthesize it. The reactants are: [OH:1][C:2]1[CH:7]=[CH:6][CH:5]=[C:4]([O:8][CH3:9])[C:3]=1[CH3:10].C(=O)([O-])[O-].[K+].[K+].[CH2:17]([N:19]([CH2:23][CH3:24])[C:20](Cl)=[O:21])[CH3:18].C1(C)C=CC=CC=1. (2) Given the product [CH2:2]([O:4][C:5]([N:7]1[CH2:13][CH:12]([NH:14][C:31](=[O:32])[C:30]2[CH:34]=[CH:35][C:27]([Cl:26])=[CH:28][C:29]=2[O:36][CH3:37])[C:11]2=[N:15][C:16]([C:20]3[CH:25]=[CH:24][N:23]=[CH:22][N:21]=3)=[CH:17][C:18](=[O:19])[N:10]2[CH2:9][CH2:8]1)=[O:6])[CH3:3], predict the reactants needed to synthesize it. The reactants are: Br.[CH2:2]([O:4][C:5]([N:7]1[CH2:13][CH:12]([NH2:14])[C:11]2=[N:15][C:16]([C:20]3[CH:25]=[CH:24][N:23]=[CH:22][N:21]=3)=[CH:17][C:18](=[O:19])[N:10]2[CH2:9][CH2:8]1)=[O:6])[CH3:3].[Cl:26][C:27]1[CH:35]=[CH:34][C:30]([C:31](O)=[O:32])=[C:29]([O:36][CH3:37])[CH:28]=1.C(P(=O)(OCC)OCC)#N.C(N(CC)CC)C. (3) Given the product [CH2:2]([N+:9]([O-:10])=[CH:11][C:13]1[CH:22]=[C:21]([O:23][CH3:24])[CH:20]=[C:19]([O:25][CH3:26])[C:14]=1[C:15]([O:17][CH3:18])=[O:16])[C:3]1[CH:8]=[CH:7][CH:6]=[CH:5][CH:4]=1, predict the reactants needed to synthesize it. The reactants are: Cl.[CH2:2]([NH:9][OH:10])[C:3]1[CH:8]=[CH:7][CH:6]=[CH:5][CH:4]=1.[CH:11]([C:13]1[CH:22]=[C:21]([O:23][CH3:24])[CH:20]=[C:19]([O:25][CH3:26])[C:14]=1[C:15]([O:17][CH3:18])=[O:16])=O. (4) Given the product [Cl:43][C:44]1[CH:45]=[C:46]([N:50]2[C:10]([C:5]3[CH:6]=[N:7][C:8]([F:9])=[C:3]([Cl:2])[CH:4]=3)=[CH:11][C:12]([C:13]([OH:15])=[O:14])=[N:51]2)[CH:47]=[CH:48][CH:49]=1, predict the reactants needed to synthesize it. The reactants are: [Li].[Cl:2][C:3]1[CH:4]=[C:5]([C:10]([O-])=[CH:11][C:12](=O)[C:13]([O:15]CC)=[O:14])[CH:6]=[N:7][C:8]=1[F:9].ClC1C=C(C2N(C3C=CC=CN=3)N=C(C(O)=O)C=2)C=C(F)C=1.Cl.[Cl:43][C:44]1[CH:45]=[C:46]([NH:50][NH2:51])[CH:47]=[CH:48][CH:49]=1. (5) Given the product [CH3:5][C:2]([O:6][CH:7]1[CH2:12][CH2:11][CH2:10][CH2:9][O:8]1)([CH3:1])[CH:3]=[O:4], predict the reactants needed to synthesize it. The reactants are: [CH3:1][C:2]([O:6][CH:7]1[CH2:12][CH2:11][CH2:10][CH2:9][O:8]1)([CH3:5])[CH2:3][OH:4].CC(OI1(OC(C)=O)(OC(C)=O)OC(=O)C2C=CC=CC1=2)=O.C([O-])(O)=O.[Na+].[O-]S([O-])(=S)=O.[Na+].[Na+]. (6) Given the product [OH:18][CH:11]1[C:12]2[C:13](=[CH:14][CH:15]=[CH:16][CH:17]=2)[C:30](=[O:31])[N:10]1[C:2]([CH3:1])([C:4]1[CH:9]=[CH:8][CH:7]=[CH:6][CH:5]=1)[CH3:3], predict the reactants needed to synthesize it. The reactants are: [CH3:1][C:2]([NH:10][C:11](=[O:18])[C:12]1[CH:17]=[CH:16][CH:15]=[CH:14][CH:13]=1)([C:4]1[CH:9]=[CH:8][CH:7]=[CH:6][CH:5]=1)[CH3:3].CN(CCN(C)C)C.CN([CH:30]=[O:31])C.